This data is from Forward reaction prediction with 1.9M reactions from USPTO patents (1976-2016). The task is: Predict the product of the given reaction. Given the reactants [CH3:1][O:2][C:3]1[CH:4]=[C:5]2[C:10](=[CH:11][C:12]=1[N+:13]([O-:15])=[O:14])[CH2:9][NH:8][CH2:7][CH2:6]2.[C:16](Cl)(=[O:19])[CH:17]=[CH2:18].C(N(CC)CC)C, predict the reaction product. The product is: [C:16]([N:8]1[CH2:7][CH2:6][C:5]2[C:10](=[CH:11][C:12]([N+:13]([O-:15])=[O:14])=[C:3]([O:2][CH3:1])[CH:4]=2)[CH2:9]1)(=[O:19])[CH:17]=[CH2:18].